Task: Binary Classification. Given a T-cell receptor sequence (or CDR3 region) and an epitope sequence, predict whether binding occurs between them.. Dataset: TCR-epitope binding with 47,182 pairs between 192 epitopes and 23,139 TCRs (1) The epitope is VTIAEILLI. The TCR CDR3 sequence is CASSLRLTGNQPQHF. Result: 1 (the TCR binds to the epitope). (2) The epitope is KPLEFGATSAAL. The TCR CDR3 sequence is CASSSSKDRAIHEQYF. Result: 1 (the TCR binds to the epitope).